From a dataset of Reaction yield outcomes from USPTO patents with 853,638 reactions. Predict the reaction yield, written as a fraction of the theoretical maximum amount of product (1.0 means a 100% yield; for example, 0.34 means a 34% yield). (1) The catalyst is CS(C)=O. The yield is 0.860. The product is [CH3:19][C:18]([CH3:21])([CH3:20])[CH2:17][N:8]([CH2:9][C:10]1[CH:15]=[CH:14][C:13]([I:16])=[CH:12][CH:11]=1)[C:6]1[CH:5]=[CH:4][N:3]=[C:2]([C:26]#[N:25])[N:7]=1. The reactants are Cl[C:2]1[N:7]=[C:6]([N:8]([CH2:17][C:18]([CH3:21])([CH3:20])[CH3:19])[CH2:9][C:10]2[CH:15]=[CH:14][C:13]([I:16])=[CH:12][CH:11]=2)[CH:5]=[CH:4][N:3]=1.[C-]#N.[Na+].[N:25]12CCN(CC1)C[CH2:26]2.O. (2) The reactants are Cl[C:2]([F:7])([F:6])C([O-])=O.[Na+].[OH:9][C:10]1[CH:17]=[CH:16][C:13]([CH:14]=[O:15])=[CH:12][C:11]=1[CH3:18].C(=O)([O-])[O-].[K+].[K+]. The catalyst is CN(C=O)C.O. The product is [F:7][CH:2]([F:6])[O:9][C:10]1[CH:17]=[CH:16][C:13]([CH:14]=[O:15])=[CH:12][C:11]=1[CH3:18]. The yield is 0.630. (3) The reactants are [Br:1][C:2]1[C:10]([CH2:11]Br)=[CH:9][C:5]2[O:6][CH2:7][O:8][C:4]=2[CH:3]=1.[CH3:13][C:14]1[NH:18][N:17]=[C:16]([C:19]([O:21][CH2:22][CH3:23])=[O:20])[C:15]=1[N+:24]([O-:26])=[O:25].C([O-])([O-])=O.[Cs+].[Cs+].C([O-])(O)=O.[Na+]. The catalyst is CC#N.O. The product is [Br:1][C:2]1[C:10]([CH2:11][N:18]2[C:14]([CH3:13])=[C:15]([N+:24]([O-:26])=[O:25])[C:16]([C:19]([O:21][CH2:22][CH3:23])=[O:20])=[N:17]2)=[CH:9][C:5]2[O:6][CH2:7][O:8][C:4]=2[CH:3]=1. The yield is 0.420. (4) The reactants are Br[C:2]1[C:10]2[O:9][CH2:8][C@@H:7]([N:11]([C:26](=[O:31])[C:27]([F:30])([F:29])[F:28])[C:12]3[CH:25]=[CH:24][C:15]4[C@H:16]([CH2:19][C:20]([O:22][CH3:23])=[O:21])[CH2:17][O:18][C:14]=4[CH:13]=3)[C:6]=2[CH:5]=[CH:4][CH:3]=1.[NH2:32][C:33]1[CH:40]=[CH:39][C:36]([C:37]#[N:38])=[CH:35][CH:34]=1.C(=O)([O-])[O-].[Cs+].[Cs+]. The catalyst is C1(C)C=CC=CC=1.C1C=CC(/C=C/C(/C=C/C2C=CC=CC=2)=O)=CC=1.C1C=CC(/C=C/C(/C=C/C2C=CC=CC=2)=O)=CC=1.C1C=CC(/C=C/C(/C=C/C2C=CC=CC=2)=O)=CC=1.[Pd].[Pd].C1(P(C2C=CC=CC=2)C2C3OC4C(=CC=CC=4P(C4C=CC=CC=4)C4C=CC=CC=4)C(C)(C)C=3C=CC=2)C=CC=CC=1. The product is [C:37]([C:36]1[CH:39]=[CH:40][C:33]([NH:32][C:2]2[C:10]3[O:9][CH2:8][C@@H:7]([N:11]([C:26](=[O:31])[C:27]([F:30])([F:29])[F:28])[C:12]4[CH:25]=[CH:24][C:15]5[C@H:16]([CH2:19][C:20]([O:22][CH3:23])=[O:21])[CH2:17][O:18][C:14]=5[CH:13]=4)[C:6]=3[CH:5]=[CH:4][CH:3]=2)=[CH:34][CH:35]=1)#[N:38]. The yield is 0.980. (5) The reactants are [F:1][C:2]1[CH:7]=[CH:6][C:5]([NH:8][C:9]([C:11]2([C:14]([OH:16])=O)[CH2:13][CH2:12]2)=[O:10])=[CH:4][CH:3]=1.[CH3:17][O:18][C:19]1[CH:41]=[CH:40][C:22]([CH2:23][NH:24][C:25]2[CH:30]=[C:29]([O:31][C:32]3[CH:37]=[CH:36][C:35]([NH2:38])=[C:34]([F:39])[CH:33]=3)[CH:28]=[CH:27][N:26]=2)=[CH:21][CH:20]=1.CN(C(ON1N=NC2C=CC=CC1=2)=[N+](C)C)C.[B-](F)(F)(F)F.CCN(C(C)C)C(C)C. The catalyst is CN(C=O)C. The product is [CH3:17][O:18][C:19]1[CH:20]=[CH:21][C:22]([CH2:23][NH:24][C:25]2[CH:30]=[C:29]([O:31][C:32]3[CH:37]=[CH:36][C:35]([NH:38][C:14]([C:11]4([C:9]([NH:8][C:5]5[CH:4]=[CH:3][C:2]([F:1])=[CH:7][CH:6]=5)=[O:10])[CH2:12][CH2:13]4)=[O:16])=[C:34]([F:39])[CH:33]=3)[CH:28]=[CH:27][N:26]=2)=[CH:40][CH:41]=1. The yield is 0.570. (6) The product is [CH2:1]([O:8][CH2:9][CH2:10][CH:11]1[CH2:12][CH2:13][C:14](=[O:15])[CH2:19][CH2:20]1)[C:2]1[CH:7]=[CH:6][CH:5]=[CH:4][CH:3]=1. The catalyst is CC(C)=O. The reactants are [CH2:1]([O:8][CH2:9][CH2:10][CH:11]1[CH2:20][CH2:19][C:14]2(OCC[O:15]2)[CH2:13][CH2:12]1)[C:2]1[CH:7]=[CH:6][CH:5]=[CH:4][CH:3]=1.O.CC1C=CC(S(O)(=O)=O)=CC=1. The yield is 0.970. (7) The reactants are [F:1][C:2]1[CH:3]=[C:4]([CH:49]=[CH:50][CH:51]=1)[CH2:5][N:6]1[CH:10]=[C:9]([C:11]2[C:19]3[C:14](=[N:15][CH:16]=[C:17]([C:20]4[CH:21]=[C:22]([N:26]5[CH2:31][CH2:30][N:29](C(OC(C)(C)C)=O)[CH2:28][CH2:27]5)[CH:23]=[CH:24][CH:25]=4)[CH:18]=3)[N:13]([S:39]([C:42]3[CH:48]=[CH:47][C:45]([CH3:46])=[CH:44][CH:43]=3)(=[O:41])=[O:40])[CH:12]=2)[CH:8]=[N:7]1.CO.[ClH:54]. The catalyst is O1CCOCC1. The product is [ClH:54].[F:1][C:2]1[CH:3]=[C:4]([CH:49]=[CH:50][CH:51]=1)[CH2:5][N:6]1[CH:10]=[C:9]([C:11]2[C:19]3[C:14](=[N:15][CH:16]=[C:17]([C:20]4[CH:25]=[CH:24][CH:23]=[C:22]([N:26]5[CH2:27][CH2:28][NH:29][CH2:30][CH2:31]5)[CH:21]=4)[CH:18]=3)[N:13]([S:39]([C:42]3[CH:48]=[CH:47][C:45]([CH3:46])=[CH:44][CH:43]=3)(=[O:40])=[O:41])[CH:12]=2)[CH:8]=[N:7]1. The yield is 0.728.